This data is from Forward reaction prediction with 1.9M reactions from USPTO patents (1976-2016). The task is: Predict the product of the given reaction. (1) Given the reactants [N:1]1[CH:2]=[C:3]([C:10]([OH:12])=O)[N:4]2[CH:9]=[CH:8][CH:7]=[CH:6][C:5]=12.C1C=CC2N(O)N=NC=2C=1.C(Cl)CCl.[NH2:27][CH2:28][C:29]([C:32]1[CH:37]=[CH:36][C:35]([NH:38][C:39](=[O:50])[C:40]2[CH:45]=[CH:44][C:43]([O:46][CH3:47])=[C:42]([O:48][CH3:49])[CH:41]=2)=[CH:34][CH:33]=1)([CH3:31])[CH3:30], predict the reaction product. The product is: [CH3:49][O:48][C:42]1[CH:41]=[C:40]([CH:45]=[CH:44][C:43]=1[O:46][CH3:47])[C:39]([NH:38][C:35]1[CH:34]=[CH:33][C:32]([C:29]([CH3:31])([CH3:30])[CH2:28][NH:27][C:10]([C:3]2[N:4]3[CH:9]=[CH:8][CH:7]=[CH:6][C:5]3=[N:1][CH:2]=2)=[O:12])=[CH:37][CH:36]=1)=[O:50]. (2) Given the reactants [C:1]([C:3]1[CH:8]=[CH:7][C:6]([C:9](=[O:13])[C:10]([OH:12])=O)=[CH:5][CH:4]=1)#[N:2].S(Cl)(Cl)=O.[NH2:18][C:19]1[CH:20]=[CH:21][C:22]2[C:27](=[O:28])[O:26][N:25]=[C:24]([CH3:29])[C:23]=2[CH:30]=1, predict the reaction product. The product is: [C:1]([C:3]1[CH:4]=[CH:5][C:6]([C:9](=[O:13])[C:10]([NH:18][C:19]2[CH:20]=[CH:21][C:22]3[C:27](=[O:28])[O:26][N:25]=[C:24]([CH3:29])[C:23]=3[CH:30]=2)=[O:12])=[CH:7][CH:8]=1)#[N:2]. (3) Given the reactants [Cl:1][C:2]1[CH:7]=[CH:6][C:5]([C:8]2[C:16]([C:17](=[N:21][OH:22])[CH:18]([CH3:20])[CH3:19])=[C:11]3[CH:12]=[CH:13][CH:14]=[CH:15][N:10]3[N:9]=2)=[CH:4][CH:3]=1.C[Si]([N:27]=[C:28]=[O:29])(C)C.N1C=CC=CC=1, predict the reaction product. The product is: [C:28]([O:22][N:21]=[C:17]([C:16]1[C:8]([C:5]2[CH:6]=[CH:7][C:2]([Cl:1])=[CH:3][CH:4]=2)=[N:9][N:10]2[CH:15]=[CH:14][CH:13]=[CH:12][C:11]=12)[CH:18]([CH3:19])[CH3:20])(=[O:29])[NH2:27]. (4) The product is: [O:12]1[CH:13]=[CH:14][CH:15]=[C:11]1[C:9]1[N:10]=[C:5]2[C:4]([NH2:16])=[N:3][C:2]([C:22]3[CH:23]=[CH:24][C:19]([C:18]([F:29])([F:28])[F:17])=[CH:20][CH:21]=3)=[CH:7][N:6]2[N:8]=1. Given the reactants Br[C:2]1[N:3]=[C:4]([NH2:16])[C:5]2[N:6]([N:8]=[C:9]([C:11]3[O:12][CH:13]=[CH:14][CH:15]=3)[N:10]=2)[CH:7]=1.[F:17][C:18]([F:29])([F:28])[C:19]1[CH:24]=[CH:23][C:22](B(O)O)=[CH:21][CH:20]=1.C([O-])([O-])=O.[Na+].[Na+], predict the reaction product. (5) Given the reactants [CH2:1]([S:3]([C:6]1[CH:39]=[CH:38][C:9]([O:10][C:11]2[C:12]([C:34]([O:36][CH3:37])=[O:35])=[CH:13][C:14]3[N:18]=[C:17]([C:19]4[CH:24]=[CH:23][CH:22]=[CH:21][N:20]=4)[N:16](COCC[Si](C)(C)C)[C:15]=3[CH:33]=2)=[CH:8][CH:7]=1)(=[O:5])=[O:4])[CH3:2].FC(F)(F)C(O)=O, predict the reaction product. The product is: [CH2:1]([S:3]([C:6]1[CH:39]=[CH:38][C:9]([O:10][C:11]2[C:12]([C:34]([O:36][CH3:37])=[O:35])=[CH:13][C:14]3[N:18]=[C:17]([C:19]4[CH:24]=[CH:23][CH:22]=[CH:21][N:20]=4)[NH:16][C:15]=3[CH:33]=2)=[CH:8][CH:7]=1)(=[O:4])=[O:5])[CH3:2]. (6) Given the reactants I[C:2]1[CH:12]=[CH:11][C:5]([C:6]([O:8][CH2:9][CH3:10])=[O:7])=[C:4]([S:13]([CH3:16])(=[O:15])=[O:14])[CH:3]=1.[CH3:17][C@@H:18]1[CH2:22][CH2:21][S:20](=[O:24])(=[O:23])[NH:19]1.CNCCNC.C(=O)([O-])[O-].[K+].[K+], predict the reaction product. The product is: [CH3:16][S:13]([C:4]1[CH:3]=[C:2]([N:19]2[C@H:18]([CH3:17])[CH2:22][CH2:21][S:20]2(=[O:24])=[O:23])[CH:12]=[CH:11][C:5]=1[C:6]([O:8][CH2:9][CH3:10])=[O:7])(=[O:15])=[O:14]. (7) Given the reactants [Br:1][C:2]1[CH:7]=[CH:6][CH:5]=[CH:4][C:3]=1[CH:8](O)[C:9]#[C:10][C:11]1[CH:16]=[CH:15][CH:14]=[CH:13][CH:12]=1, predict the reaction product. The product is: [Br:1][C:2]1[CH:7]=[CH:6][CH:5]=[CH:4][C:3]=1[CH2:8][C:9]#[C:10][C:11]1[CH:12]=[CH:13][CH:14]=[CH:15][CH:16]=1. (8) Given the reactants [Cl:1][C:2]1[N:7]=[C:6]([Cl:8])[C:5]([O:9][CH3:10])=[C:4](Cl)[N:3]=1.[CH3:12][O:13][C:14]([C:16]1([OH:19])[CH2:18][CH2:17]1)=[O:15].[H-].[Na+], predict the reaction product. The product is: [CH3:12][O:13][C:14]([C:16]1([O:19][C:4]2[C:5]([O:9][CH3:10])=[C:6]([Cl:8])[N:7]=[C:2]([Cl:1])[N:3]=2)[CH2:18][CH2:17]1)=[O:15]. (9) Given the reactants [N:1]([O-:3])=[O:2].[Na+].[CH3:5][O:6][C:7]1[CH:8]=[C:9]2[C:14](=[CH:15][CH:16]=1)[NH:13][C:12](=[O:17])[CH2:11][CH2:10]2, predict the reaction product. The product is: [CH3:5][O:6][C:7]1[CH:8]=[C:9]2[C:14](=[CH:15][C:16]=1[N+:1]([O-:3])=[O:2])[NH:13][C:12](=[O:17])[CH2:11][CH2:10]2.